Dataset: Catalyst prediction with 721,799 reactions and 888 catalyst types from USPTO. Task: Predict which catalyst facilitates the given reaction. Reactant: [CH3:1][O:2][CH2:3][CH2:4][CH2:5][CH2:6][CH2:7][CH2:8][CH2:9][O:10][CH:11]1[CH2:20][CH2:19][C:14]2(OCC[O:15]2)[CH2:13][CH2:12]1.Cl. Product: [CH3:1][O:2][CH2:3][CH2:4][CH2:5][CH2:6][CH2:7][CH2:8][CH2:9][O:10][CH:11]1[CH2:20][CH2:19][C:14](=[O:15])[CH2:13][CH2:12]1. The catalyst class is: 7.